Dataset: Full USPTO retrosynthesis dataset with 1.9M reactions from patents (1976-2016). Task: Predict the reactants needed to synthesize the given product. (1) Given the product [Cl:31][C:32]1[CH:33]=[CH:34][C:35]([C:38]([C:40]2[N:44]([CH3:45])[CH:43]=[N:42][CH:41]=2)([C:13]2[CH:14]=[C:15]3[C:20](=[CH:21][CH:22]=2)[N:19]=[C:18]([O:23][CH3:24])[CH:17]=[C:16]3[C:25]2[CH:26]=[N:27][CH:28]=[CH:29][CH:30]=2)[OH:39])=[CH:36][CH:37]=1, predict the reactants needed to synthesize it. The reactants are: [Li]CCCC.CCCCCC.Br[C:13]1[CH:14]=[C:15]2[C:20](=[CH:21][CH:22]=1)[N:19]=[C:18]([O:23][CH3:24])[CH:17]=[C:16]2[C:25]1[CH:26]=[N:27][CH:28]=[CH:29][CH:30]=1.[Cl:31][C:32]1[CH:37]=[CH:36][C:35]([C:38]([C:40]2[N:44]([CH3:45])[CH:43]=[N:42][CH:41]=2)=[O:39])=[CH:34][CH:33]=1. (2) Given the product [F:14][C:15]1[CH:20]=[C:19]([CH:2]2[C:9]3[CH:8]=[C:7]([C:10]([O:12][CH3:13])=[O:11])[NH:6][C:5]=3[CH2:4][CH2:3]2)[CH:18]=[CH:17][CH:16]=1, predict the reactants needed to synthesize it. The reactants are: O=[C:2]1[C:9]2[CH:8]=[C:7]([C:10]([O:12][CH3:13])=[O:11])[NH:6][C:5]=2[CH2:4][CH2:3]1.[F:14][C:15]1[CH:16]=[C:17]([Mg]Br)[CH:18]=[CH:19][CH:20]=1. (3) Given the product [Cl:26][C:27]1[CH:32]=[CH:31][C:30]([O:33][CH3:34])=[CH:29][C:28]=1[C:9]1[N:13]2[C:14]3[N:22]=[C:21]([O:23][CH3:24])[CH:20]=[CH:19][C:15]=3[N:16]=[C:17]([CH3:18])[C:12]2=[C:11]([CH3:25])[N:10]=1, predict the reactants needed to synthesize it. The reactants are: ClC1C=C([C:9]2[N:13]3[C:14]4[N:22]=[C:21]([O:23][CH3:24])[CH:20]=[CH:19][C:15]=4[N:16]=[C:17]([CH3:18])[C:12]3=[C:11]([CH3:25])[N:10]=2)C=C(Cl)C=1.[Cl:26][C:27]1[CH:32]=[CH:31][C:30]([O:33][CH3:34])=[CH:29][C:28]=1B(O)O. (4) Given the product [CH:8]([OH:10])=[O:9].[CH3:45][C@@H:46]1[CH2:51][N:50]([C:8]([C:7]2[C:2]([CH3:1])=[N:3][CH:4]=[CH:5][CH:6]=2)=[O:10])[CH2:49][CH2:48][N:47]1[S:52]([C:55]1[CH:56]=[CH:57][C:58]([C:61]([F:64])([F:62])[F:63])=[CH:59][CH:60]=1)(=[O:54])=[O:53], predict the reactants needed to synthesize it. The reactants are: [CH3:1][C:2]1[C:7]([C:8]([OH:10])=[O:9])=[CH:6][CH:5]=[CH:4][N:3]=1.CN(C(ON1N=NC2C=CC=NC1=2)=[N+](C)C)C.F[P-](F)(F)(F)(F)F.CCN(C(C)C)C(C)C.Cl.[CH3:45][C@@H:46]1[CH2:51][NH:50][CH2:49][CH2:48][N:47]1[S:52]([C:55]1[CH:60]=[CH:59][C:58]([C:61]([F:64])([F:63])[F:62])=[CH:57][CH:56]=1)(=[O:54])=[O:53]. (5) Given the product [C:40]([O:44][C:45](=[O:56])[NH:46][CH2:47][C:48]1[CH:49]=[CH:50][C:51]([CH2:54][NH:55][C:9]([C:8]2[C:7]([O:6][C:5]3[CH:4]=[CH:3][C:2]([F:1])=[CH:17][CH:16]=3)=[N:15][CH:14]=[CH:13][CH:12]=2)=[O:11])=[CH:52][CH:53]=1)([CH3:43])([CH3:41])[CH3:42], predict the reactants needed to synthesize it. The reactants are: [F:1][C:2]1[CH:17]=[CH:16][C:5]([O:6][C:7]2[N:15]=[CH:14][CH:13]=[CH:12][C:8]=2[C:9]([OH:11])=O)=[CH:4][CH:3]=1.ON1C2C=CC=CC=2N=N1.Cl.CN(C)CCCN=C=NCC.[C:40]([O:44][C:45](=[O:56])[NH:46][CH2:47][C:48]1[CH:53]=[CH:52][C:51]([CH2:54][NH2:55])=[CH:50][CH:49]=1)([CH3:43])([CH3:42])[CH3:41].CN1CCOCC1. (6) Given the product [C:44]([O:21][C:20]([C:15]1[CH:16]=[C:17]2[C:12](=[CH:13][CH:14]=1)[N:11]=[C:10]([O:38][CH3:39])[C:9]([CH2:8][C:7]1[S:3][C:4]3[CH:43]=[CH:42][CH:41]=[CH:40][C:5]=3[CH:6]=1)=[C:18]2[Cl:19])([C:32]1[N:36]([CH3:37])[CH:35]=[N:34][CH:33]=1)[C:22]1[CH:23]=[N:24][C:25]([C:28]([F:30])([F:31])[F:29])=[CH:26][CH:27]=1)(=[O:46])[CH3:45], predict the reactants needed to synthesize it. The reactants are: [H-].[Na+].[S:3]1[C:7]([CH2:8][C:9]2[C:10]([O:38][CH3:39])=[N:11][C:12]3[C:17]([C:18]=2[Cl:19])=[CH:16][C:15]([C:20]([C:32]2[N:36]([CH3:37])[CH:35]=[N:34][CH:33]=2)([C:22]2[CH:23]=[N:24][C:25]([C:28]([F:31])([F:30])[F:29])=[CH:26][CH:27]=2)[OH:21])=[CH:14][CH:13]=3)=[CH:6][C:5]2[CH:40]=[CH:41][CH:42]=[CH:43][C:4]1=2.[C:44](OC(=O)C)(=[O:46])[CH3:45].C([O-])(O)=O.[Na+]. (7) Given the product [Br:13][C:14]1[C:19]([Br:20])=[C:18]([CH2:21][C:22]2[C:27]([CH2:28][O:29][CH2:30][CH2:9][CH2:2][CH3:3])=[CH:26][C:25]([OH:34])=[C:24]([OH:35])[C:23]=2[Br:36])[CH:17]=[C:16]([OH:37])[C:15]=1[OH:38], predict the reactants needed to synthesize it. The reactants are: Br[C:2]1[C:3](O)=C(OC)C=C([CH:9]=1)C=O.[Br:13][C:14]1[C:19]([Br:20])=[C:18]([CH2:21][C:22]2[C:27]([CH2:28][O:29][CH2:30]C(C)C)=[CH:26][C:25]([OH:34])=[C:24]([OH:35])[C:23]=2[Br:36])[CH:17]=[C:16]([OH:37])[C:15]=1[OH:38]. (8) Given the product [I:1][C:2]1[CH:3]=[C:4]([CH:16]=[CH:17][CH:18]=1)[CH2:5][N:6]1[C:11](=[O:12])[CH2:10][NH:9][C:7]1=[O:8], predict the reactants needed to synthesize it. The reactants are: [I:1][C:2]1[CH:3]=[C:4]([CH:16]=[CH:17][CH:18]=1)[CH2:5][NH:6][C:7]([NH:9][CH2:10][C:11](OCC)=[O:12])=[O:8].[OH-].[Na+]. (9) Given the product [Cl:11][C:12]1[CH:17]=[CH:16][N:15]=[C:14]([C:3]2[CH:4]=[CH:5][CH:6]=[CH:7][C:2]=2[F:1])[CH:13]=1, predict the reactants needed to synthesize it. The reactants are: [F:1][C:2]1[CH:7]=[CH:6][CH:5]=[CH:4][C:3]=1B(O)O.[Cl:11][C:12]1[CH:17]=[CH:16][N:15]=[C:14](I)[CH:13]=1.C([O-])([O-])=O.[Na+].[Na+].